This data is from Reaction yield outcomes from USPTO patents with 853,638 reactions. The task is: Predict the reaction yield, written as a fraction of the theoretical maximum amount of product (1.0 means a 100% yield; for example, 0.34 means a 34% yield). (1) The reactants are [C:1]([NH:8][CH2:9][C:10]([OH:12])=O)([O:3][C:4]([CH3:7])([CH3:6])[CH3:5])=[O:2].CCN=C=NCCCN(C)C.C1C=CC2N(O)N=NC=2C=1.C(N(CC)C(C)C)(C)C.[NH2:43][CH2:44][C:45]1[CH:50]=[CH:49][C:48]([N:51]2[C:55]([NH:56][C:57]([NH:59][C:60]3[CH:65]=[CH:64][C:63]([O:66][C:67]4[CH:72]=[CH:71][N:70]=[CH:69][CH:68]=4)=[CH:62][CH:61]=3)=[O:58])=[CH:54][C:53]([C:73]([CH3:76])([CH3:75])[CH3:74])=[N:52]2)=[CH:47][CH:46]=1. The catalyst is C1COCC1.C(#N)C. The product is [C:4]([O:3][C:1](=[O:2])[NH:8][CH2:9][C:10](=[O:12])[NH:43][CH2:44][C:45]1[CH:50]=[CH:49][C:48]([N:51]2[C:55]([NH:56][C:57]([NH:59][C:60]3[CH:65]=[CH:64][C:63]([O:66][C:67]4[CH:68]=[CH:69][N:70]=[CH:71][CH:72]=4)=[CH:62][CH:61]=3)=[O:58])=[CH:54][C:53]([C:73]([CH3:76])([CH3:75])[CH3:74])=[N:52]2)=[CH:47][CH:46]=1)([CH3:5])([CH3:6])[CH3:7]. The yield is 0.110. (2) The product is [Br:1][C:2]1[CH:3]=[CH:4][C:5]([OH:19])=[C:6]([CH:18]=1)[CH2:7][CH:8]1[CH2:11][N:10]([C:12](=[O:17])[C:13]([F:15])([F:16])[F:14])[CH2:9]1. The reactants are [Br:1][C:2]1[CH:3]=[CH:4][C:5]([O:19]C)=[C:6]([CH:18]=1)[CH2:7][CH:8]1[CH2:11][N:10]([C:12](=[O:17])[C:13]([F:16])([F:15])[F:14])[CH2:9]1.B(Br)(Br)Br.C([O-])(O)=O.[Na+].CCOC(C)=O. The yield is 0.920. The catalyst is C(Cl)Cl. (3) The reactants are [NH2:1][C:2]1[C:17]([Cl:18])=[CH:16][CH:15]=[CH:14][C:3]=1[C:4]([NH:6][C:7]1[CH:12]=[CH:11][CH:10]=[CH:9][C:8]=1[Cl:13])=[O:5].[Cl:19][CH2:20][C:21](Cl)=O. The catalyst is C(O)(=O)C. The product is [Cl:18][C:17]1[CH:16]=[CH:15][CH:14]=[C:3]2[C:2]=1[N:1]=[C:21]([CH2:20][Cl:19])[N:6]([C:7]1[CH:12]=[CH:11][CH:10]=[CH:9][C:8]=1[Cl:13])[C:4]2=[O:5]. The yield is 0.740.